This data is from NCI-60 drug combinations with 297,098 pairs across 59 cell lines. The task is: Regression. Given two drug SMILES strings and cell line genomic features, predict the synergy score measuring deviation from expected non-interaction effect. (1) Drug 1: CC1=C(C=C(C=C1)C(=O)NC2=CC(=CC(=C2)C(F)(F)F)N3C=C(N=C3)C)NC4=NC=CC(=N4)C5=CN=CC=C5. Drug 2: CCN(CC)CCCC(C)NC1=C2C=C(C=CC2=NC3=C1C=CC(=C3)Cl)OC. Cell line: SN12C. Synergy scores: CSS=-0.928, Synergy_ZIP=-3.02, Synergy_Bliss=-0.872, Synergy_Loewe=-11.9, Synergy_HSA=-3.36. (2) Drug 1: COC1=C(C=C2C(=C1)N=CN=C2NC3=CC(=C(C=C3)F)Cl)OCCCN4CCOCC4. Drug 2: CC12CCC3C(C1CCC2OP(=O)(O)O)CCC4=C3C=CC(=C4)OC(=O)N(CCCl)CCCl.[Na+]. Cell line: SN12C. Synergy scores: CSS=17.3, Synergy_ZIP=-8.56, Synergy_Bliss=-6.28, Synergy_Loewe=-4.96, Synergy_HSA=-3.53. (3) Drug 1: C1=CC(=CC=C1CCCC(=O)O)N(CCCl)CCCl. Drug 2: CCCCCOC(=O)NC1=NC(=O)N(C=C1F)C2C(C(C(O2)C)O)O. Cell line: SK-MEL-5. Synergy scores: CSS=24.6, Synergy_ZIP=-7.04, Synergy_Bliss=-5.20, Synergy_Loewe=-22.2, Synergy_HSA=-10.2. (4) Drug 1: CC1=C(N=C(N=C1N)C(CC(=O)N)NCC(C(=O)N)N)C(=O)NC(C(C2=CN=CN2)OC3C(C(C(C(O3)CO)O)O)OC4C(C(C(C(O4)CO)O)OC(=O)N)O)C(=O)NC(C)C(C(C)C(=O)NC(C(C)O)C(=O)NCCC5=NC(=CS5)C6=NC(=CS6)C(=O)NCCC[S+](C)C)O. Drug 2: C1=CC=C(C(=C1)C(C2=CC=C(C=C2)Cl)C(Cl)Cl)Cl. Cell line: SF-268. Synergy scores: CSS=18.4, Synergy_ZIP=9.24, Synergy_Bliss=16.1, Synergy_Loewe=-25.5, Synergy_HSA=2.61. (5) Drug 1: CC1=C2C(C(=O)C3(C(CC4C(C3C(C(C2(C)C)(CC1OC(=O)C(C(C5=CC=CC=C5)NC(=O)OC(C)(C)C)O)O)OC(=O)C6=CC=CC=C6)(CO4)OC(=O)C)OC)C)OC. Drug 2: C(CC(=O)O)C(=O)CN.Cl. Cell line: MDA-MB-231. Synergy scores: CSS=20.5, Synergy_ZIP=-9.77, Synergy_Bliss=-14.2, Synergy_Loewe=-12.3, Synergy_HSA=-11.4. (6) Drug 1: CC1=C2C(C(=O)C3(C(CC4C(C3C(C(C2(C)C)(CC1OC(=O)C(C(C5=CC=CC=C5)NC(=O)OC(C)(C)C)O)O)OC(=O)C6=CC=CC=C6)(CO4)OC(=O)C)O)C)O. Drug 2: CS(=O)(=O)OCCCCOS(=O)(=O)C. Cell line: MALME-3M. Synergy scores: CSS=11.4, Synergy_ZIP=-5.34, Synergy_Bliss=-2.32, Synergy_Loewe=-1.73, Synergy_HSA=-1.84.